Dataset: Catalyst prediction with 721,799 reactions and 888 catalyst types from USPTO. Task: Predict which catalyst facilitates the given reaction. (1) Reactant: [CH3:1][C@H:2]1[NH:7][C:6](=[O:8])[C@@H:5]([NH:9][C:10](=[O:16])[O:11][C:12]([CH3:15])([CH3:14])[CH3:13])[CH2:4][C@H:3]1[C:17]1[C:22]([F:23])=[CH:21][CH:20]=[C:19]([F:24])[C:18]=1[F:25].C(O[Li])(C)(C)C.FC(F)(F)S(O[CH2:38][C:39]([F:42])([F:41])[F:40])(=O)=O.CN1C(=O)N(C)CCC1. Product: [CH3:1][C@H:2]1[N:7]([CH2:38][C:39]([F:42])([F:41])[F:40])[C:6](=[O:8])[CH:5]([NH:9][C:10](=[O:16])[O:11][C:12]([CH3:14])([CH3:15])[CH3:13])[CH2:4][C@H:3]1[C:17]1[C:22]([F:23])=[CH:21][CH:20]=[C:19]([F:24])[C:18]=1[F:25]. The catalyst class is: 1. (2) Reactant: [F:1][CH:2]([F:8])[C:3]1[CH:7]=[CH:6][S:5][N:4]=1.C([Li])CCC.[CH2:14]([Sn:18]([CH2:24][CH2:25][CH2:26][CH3:27])([CH2:20][CH2:21][CH2:22][CH3:23])Cl)[CH2:15][CH2:16][CH3:17].C([O-])(O)=O.[Na+]. Product: [F:1][CH:2]([F:8])[C:3]1[CH:7]=[C:6]([Sn:18]([CH2:20][CH2:21][CH2:22][CH3:23])([CH2:24][CH2:25][CH2:26][CH3:27])[CH2:14][CH2:15][CH2:16][CH3:17])[S:5][N:4]=1. The catalyst class is: 1. (3) Reactant: [Si]([O:18][CH:19]1[CH2:22][N:21]([C:23]2[S:24][CH:25]=[C:26]([C:28]([N:30]3[CH2:35][CH2:34][S:33][CH2:32][CH2:31]3)=[O:29])[N:27]=2)[CH2:20]1)(C(C)(C)C)(C1C=CC=CC=1)C1C=CC=CC=1.[F-].C([N+](CCCC)(CCCC)CCCC)CCC. Product: [S:33]1[CH2:34][CH2:35][N:30]([C:28]([C:26]2[N:27]=[C:23]([N:21]3[CH2:22][CH:19]([OH:18])[CH2:20]3)[S:24][CH:25]=2)=[O:29])[CH2:31][CH2:32]1. The catalyst class is: 7. (4) Reactant: [CH2:1]([O:3][C:4](=[O:23])[CH2:5][C:6]1[CH:7]=[C:8]([C:13]2[CH:18]=[CH:17][C:16]([C:19]([F:22])([F:21])[F:20])=[CH:15][CH:14]=2)[CH:9]=[C:10]([OH:12])[CH:11]=1)[CH3:2].C([O-])([O-])=O.[K+].[K+].[Cl:30][C:31]1[CH:38]=[CH:37][C:34]([CH2:35]Br)=[CH:33][CH:32]=1. Product: [CH2:1]([O:3][C:4](=[O:23])[CH2:5][C:6]1[CH:7]=[C:8]([C:13]2[CH:18]=[CH:17][C:16]([C:19]([F:21])([F:22])[F:20])=[CH:15][CH:14]=2)[CH:9]=[C:10]([O:12][CH2:35][C:34]2[CH:37]=[CH:38][C:31]([Cl:30])=[CH:32][CH:33]=2)[CH:11]=1)[CH3:2]. The catalyst class is: 23. (5) Reactant: Br[C:2]1[CH:10]=[CH:9][CH:8]=[C:7]2[C:3]=1[CH:4]=[CH:5][NH:6]2.[B:11]1([B:11]2[O:15][C:14]([CH3:17])([CH3:16])[C:13]([CH3:19])([CH3:18])[O:12]2)[O:15][C:14]([CH3:17])([CH3:16])[C:13]([CH3:19])([CH3:18])[O:12]1.C([O-])(=O)C.[K+].O. Product: [CH3:18][C:13]1([CH3:19])[C:14]([CH3:17])([CH3:16])[O:15][B:11]([C:2]2[CH:10]=[CH:9][CH:8]=[C:7]3[C:3]=2[CH:4]=[CH:5][NH:6]3)[O:12]1. The catalyst class is: 418. (6) Reactant: [C:1]([NH:5][C:6]1[C:7]([CH3:28])=[N:8][C:9]2[C:14]([N:15]=1)=[C:13]([C:16]1[NH:20][C:19]3[CH:21]([CH2:25][CH2:26]O)[NH:22][C:23](=[O:24])[C:18]=3[CH:17]=1)[CH:12]=[CH:11][CH:10]=2)([CH3:4])([CH3:3])[CH3:2].CS(Cl)(=O)=O.[N-:34]=[N+:35]=[N-:36].[Na+]. Product: [N:34]([CH2:26][CH2:25][CH:21]1[C:19]2[NH:20][C:16]([C:13]3[CH:12]=[CH:11][CH:10]=[C:9]4[C:14]=3[N:15]=[C:6]([NH:5][C:1]([CH3:2])([CH3:3])[CH3:4])[C:7]([CH3:28])=[N:8]4)=[CH:17][C:18]=2[C:23](=[O:24])[NH:22]1)=[N+:35]=[N-:36]. The catalyst class is: 91. (7) Reactant: [C:1]1([C:7]2[CH:8]=[C:9]3[N:15]=[C:14]([CH2:16][CH2:17][CH:18]4[N:24]=[C:23]([NH2:25])[CH2:22][CH2:21][CH2:20][CH2:19]4)[NH:13][C:10]3=[N:11][CH:12]=2)[CH:6]=[CH:5][CH:4]=[CH:3][CH:2]=1.[CH3:26][N:27]([CH2:56][CH:57]1[CH2:61][CH2:60][CH2:59][O:58]1)[S:28](C1C=CC(C2C=C3N=C(CCC4CCCCC(=S)N4)NC3=NC=2)=CC=1)(=[O:30])=[O:29].N. Product: [NH2:25][C:23]1[CH2:22][CH2:21][CH2:20][CH2:19][CH:18]([CH2:17][CH2:16][C:14]2[NH:13][C:10]3=[N:11][CH:12]=[C:7]([C:1]4[CH:2]=[CH:3][C:4]([S:28]([N:27]([CH3:26])[CH2:56][CH:57]5[CH2:61][CH2:60][CH2:59][O:58]5)(=[O:29])=[O:30])=[CH:5][CH:6]=4)[CH:8]=[C:9]3[N:15]=2)[N:24]=1. The catalyst class is: 5.